This data is from Full USPTO retrosynthesis dataset with 1.9M reactions from patents (1976-2016). The task is: Predict the reactants needed to synthesize the given product. (1) The reactants are: [C:1]([C:5]1[C:10]([OH:11])=[CH:9][C:8]([NH:12][C:13]([C:15]2[C:24](=[O:25])[C:23]3[C:18](=[CH:19][CH:20]=[CH:21][CH:22]=3)[NH:17][CH:16]=2)=[O:14])=[C:7](Br)[CH:6]=1)([CH3:4])([CH3:3])[CH3:2].[CH3:27][N:28]1C(=O)CCC1. Given the product [C:1]([C:5]1[C:10]([OH:11])=[CH:9][C:8]([NH:12][C:13]([C:15]2[C:24](=[O:25])[C:23]3[C:18](=[CH:19][CH:20]=[CH:21][CH:22]=3)[NH:17][CH:16]=2)=[O:14])=[C:7]([C:27]#[N:28])[CH:6]=1)([CH3:4])([CH3:3])[CH3:2], predict the reactants needed to synthesize it. (2) Given the product [C:22]([O:25][C@@H:26]([CH3:30])[C:27]([N:19]1[CH2:20][CH2:21][CH:16]([N:15]2[C:6]3[C:5]4[N:4]=[C:3]([Cl:2])[CH:12]=[CH:11][C:10]=4[N:9]=[CH:8][C:7]=3[N:13]=[N:14]2)[CH2:17][CH2:18]1)=[O:28])(=[O:24])[CH3:23], predict the reactants needed to synthesize it. The reactants are: Cl.[Cl:2][C:3]1[CH:12]=[CH:11][C:10]2[N:9]=[CH:8][C:7]3[N:13]=[N:14][N:15]([CH:16]4[CH2:21][CH2:20][NH:19][CH2:18][CH2:17]4)[C:6]=3[C:5]=2[N:4]=1.[C:22]([O:25][C@@H:26]([CH3:30])[C:27](Cl)=[O:28])(=[O:24])[CH3:23].CCN(CC)CC. (3) The reactants are: [CH3:1][O:2][C:3]([C:5]1[CH:6]=[C:7]2[C:11](=[CH:12][CH:13]=1)[NH:10][N:9]=[C:8]2[I:14])=[O:4].[O:15]1[CH:20]=[CH:19][CH2:18][CH2:17][CH2:16]1.CC1C=CC(S(O)(=O)=O)=CC=1. Given the product [CH3:1][O:2][C:3]([C:5]1[CH:6]=[C:7]2[C:11](=[CH:12][CH:13]=1)[N:10]([CH:16]1[CH2:17][CH2:18][CH2:19][CH2:20][O:15]1)[N:9]=[C:8]2[I:14])=[O:4], predict the reactants needed to synthesize it. (4) Given the product [CH2:6]1[C:7]2[CH:8]=[CH:9][CH:10]=[C:2]([OH:1])[C:3]=2[CH2:4][CH2:5]1, predict the reactants needed to synthesize it. The reactants are: [OH:1][C:2]1[CH:10]=[CH:9][CH:8]=[C:7]2[C:3]=1[CH2:4][CH2:5][C:6]2=O.C([BH3-])#N.[Na+]. (5) The reactants are: [N:1]1[CH:6]=[CH:5][CH:4]=[C:3]([C:7]2[CH:8]=[C:9]3[CH:15]=[N:14][NH:13][C:10]3=[CH:11][N:12]=2)[CH:2]=1.[OH-].[K+].[I:18]I. Given the product [I:18][C:15]1[C:9]2[C:10](=[CH:11][N:12]=[C:7]([C:3]3[CH:2]=[N:1][CH:6]=[CH:5][CH:4]=3)[CH:8]=2)[NH:13][N:14]=1, predict the reactants needed to synthesize it. (6) Given the product [CH3:25][N:20]1[CH2:21][CH2:22][C:12]2=[CH:11][N:10]([S:7]([C:1]3[CH:2]=[CH:3][CH:4]=[CH:5][CH:6]=3)(=[O:9])=[O:8])[C:18]3[CH:17]=[CH:16][CH:15]=[C:14]([C:13]=32)[CH2:19]1, predict the reactants needed to synthesize it. The reactants are: [C:1]1([S:7]([N:10]2[C:18]3[CH:17]=[CH:16][CH:15]=[C:14]4[CH2:19][NH:20][CH2:21][CH2:22][C:12]([C:13]=34)=[CH:11]2)(=[O:9])=[O:8])[CH:6]=[CH:5][CH:4]=[CH:3][CH:2]=1.C=O.[C:25](O)(=O)C.C(O[BH-](OC(=O)C)OC(=O)C)(=O)C.[Na+]. (7) Given the product [CH2:25]([CH2:33][CH2:34][S:39][C@H:2]1[C:23]2[C:14](=[CH:15][C:16]3[C:21]([CH:22]=2)=[CH:20][CH:19]=[CH:18][CH:17]=3)[C@H:13]([S:39][CH2:34][CH2:33][CH2:25][CH2:26][C:27]2[CH:28]=[CH:29][CH:30]=[CH:31][CH:32]=2)[C:12]2[CH:11]=[C:10]3[C:5]([CH:6]=[CH:7][CH:8]=[CH:9]3)=[CH:4][C:3]1=2)[CH2:26][C:27]1[CH:28]=[CH:29][CH:30]=[CH:31][CH:32]=1, predict the reactants needed to synthesize it. The reactants are: O[C@H:2]1[C:23]2[C:14](=[CH:15][C:16]3[C:21]([CH:22]=2)=[CH:20][CH:19]=[CH:18][CH:17]=3)[C@H:13](O)[C:12]2[CH:11]=[C:10]3[C:5]([CH:6]=[CH:7][CH:8]=[CH:9]3)=[CH:4][C:3]1=2.[CH2:25]([C:33]1C=CC=C[C:34]=1[SH:39])[CH2:26][C:27]1[CH:32]=[CH:31][CH:30]=[CH:29][CH:28]=1.